This data is from Reaction yield outcomes from USPTO patents with 853,638 reactions. The task is: Predict the reaction yield, written as a fraction of the theoretical maximum amount of product (1.0 means a 100% yield; for example, 0.34 means a 34% yield). (1) The reactants are CCN(C(C)C)C(C)C.[CH3:10][O:11][C:12]1[CH:13]=[CH:14][CH:15]=[C:16]2[C:21]=1[O:20][C:19](=[O:22])[C:18]([C:23]([OH:25])=O)=[CH:17]2.CN(C(ON1N=NC2C=CC=NC1=2)=[N+](C)C)C.F[P-](F)(F)(F)(F)F.[CH3:50][O:51][C:52]1[CH:53]=[C:54]([C:60]2[CH:65]=[CH:64][CH:63]=[C:62]([NH2:66])[CH:61]=2)[CH:55]=[CH:56][C:57]=1[O:58][CH3:59]. The catalyst is CN(C=O)C. The product is [CH3:50][O:51][C:52]1[CH:53]=[C:54]([C:60]2[CH:65]=[CH:64][CH:63]=[C:62]([NH:66][C:23]([C:18]3[C:19](=[O:22])[O:20][C:21]4[C:16]([CH:17]=3)=[CH:15][CH:14]=[CH:13][C:12]=4[O:11][CH3:10])=[O:25])[CH:61]=2)[CH:55]=[CH:56][C:57]=1[O:58][CH3:59]. The yield is 0.640. (2) The reactants are [NH:1]1[CH2:6][CH2:5][O:4][CH2:3][CH2:2]1.[Br:7][C:8]1[CH:13]=[CH:12][C:11]([CH2:14][C:15](Cl)=[O:16])=[CH:10][CH:9]=1. The catalyst is ClCCl. The product is [Br:7][C:8]1[CH:13]=[CH:12][C:11]([CH2:14][C:15]([N:1]2[CH2:6][CH2:5][O:4][CH2:3][CH2:2]2)=[O:16])=[CH:10][CH:9]=1. The yield is 0.740. (3) The reactants are [F:1][C:2]1[CH:7]=[CH:6][CH:5]=[C:4]([F:8])[C:3]=1[N:9]1[C:14]2[N:15]=[C:16]([NH:27][CH2:28][CH2:29][C:30]([NH:32][OH:33])=[NH:31])[N:17]=[C:18]([C:19]3[CH:24]=[CH:23][C:22]([F:25])=[CH:21][C:20]=3[CH3:26])[C:13]=2[CH:12]=[CH:11][C:10]1=[O:34].N1C=CC=CC=1.Cl[C:42](OCC(CC)CCCC)=[O:43]. The yield is 0.280. The catalyst is O. The product is [F:1][C:2]1[CH:7]=[CH:6][CH:5]=[C:4]([F:8])[C:3]=1[N:9]1[C:14]2[N:15]=[C:16]([NH:27][CH2:28][CH2:29][C:30]3[NH:31][C:42](=[O:43])[O:33][N:32]=3)[N:17]=[C:18]([C:19]3[CH:24]=[CH:23][C:22]([F:25])=[CH:21][C:20]=3[CH3:26])[C:13]=2[CH:12]=[CH:11][C:10]1=[O:34]. (4) The reactants are C(OC([N:8]1[CH2:13][CH2:12][CH:11]([S:14][C:15]2[CH:20]=[CH:19][CH:18]=[CH:17][C:16]=2[Cl:21])[CH2:10][CH2:9]1)=O)(C)(C)C.Cl. The catalyst is O1CCOCC1. The product is [ClH:21].[Cl:21][C:16]1[CH:17]=[CH:18][CH:19]=[CH:20][C:15]=1[S:14][CH:11]1[CH2:12][CH2:13][NH:8][CH2:9][CH2:10]1. The yield is 0.990. (5) The reactants are [OH:1][C@@H:2]([CH2:7][N:8]([C:13]1[CH:18]=[CH:17][C:16]([O:19][C:20]2[CH:25]=[CH:24][C:23]([Cl:26])=[CH:22][CH:21]=2)=[CH:15][CH:14]=1)[S:9]([CH3:12])(=[O:11])=[O:10])[C:3]([O:5][CH3:6])=[O:4].N1C=CC=CC=1.[Si:33](Cl)([C:36]([CH3:39])([CH3:38])[CH3:37])([CH3:35])[CH3:34].Cl. The catalyst is CN(C=O)C.CCOCC.O. The product is [Si:33]([O:1][C@@H:2]([CH2:7][N:8]([C:13]1[CH:18]=[CH:17][C:16]([O:19][C:20]2[CH:21]=[CH:22][C:23]([Cl:26])=[CH:24][CH:25]=2)=[CH:15][CH:14]=1)[S:9]([CH3:12])(=[O:10])=[O:11])[C:3]([O:5][CH3:6])=[O:4])([C:36]([CH3:39])([CH3:38])[CH3:37])([CH3:35])[CH3:34]. The yield is 0.840. (6) The reactants are [C:1](Cl)(=[O:3])[CH3:2].[NH2:5][C:6]1[CH:11]=[CH:10][C:9]([C:12]2[CH:19]=[C:18]([Cl:20])[C:15]([C:16]#[N:17])=[C:14]([C:21]3[CH:26]=[CH:25][C:24]([O:27][C:28]4[CH:33]=[CH:32][CH:31]=[CH:30][CH:29]=4)=[CH:23][CH:22]=3)[N:13]=2)=[CH:8][CH:7]=1.CCN(C(C)C)C(C)C. The catalyst is ClCCl. The product is [Cl:20][C:18]1[C:15]([C:16]#[N:17])=[C:14]([C:21]2[CH:26]=[CH:25][C:24]([O:27][C:28]3[CH:29]=[CH:30][CH:31]=[CH:32][CH:33]=3)=[CH:23][CH:22]=2)[N:13]=[C:12]([C:9]2[CH:8]=[CH:7][C:6]([NH:5][C:1](=[O:3])[CH3:2])=[CH:11][CH:10]=2)[CH:19]=1. The yield is 0.470. (7) The reactants are [C:1]1([CH2:7][C:8]#[N:9])[CH:6]=[CH:5][CH:4]=[CH:3][CH:2]=1.[H-].[Na+].Br[CH2:13][CH2:14][CH2:15][CH2:16][CH3:17]. The catalyst is CN(C=O)C. The product is [C:1]1([CH:7]([CH2:13][CH2:14][CH2:15][CH2:16][CH3:17])[C:8]#[N:9])[CH:6]=[CH:5][CH:4]=[CH:3][CH:2]=1. The yield is 0.640. (8) The reactants are Cl[C:2]1[N:7]=[C:6]([N:8]([CH2:16][C:17]2[CH:22]=[CH:21][C:20]([O:23][CH3:24])=[CH:19][C:18]=2[O:25][CH3:26])[C:9](=[O:15])[O:10][C:11]([CH3:14])([CH3:13])[CH3:12])[C:5]2[N:27]=[CH:28][N:29]([CH3:30])[C:4]=2[CH:3]=1.[C:31](=[NH:44])([C:38]1[CH:43]=[CH:42][CH:41]=[CH:40][CH:39]=1)[C:32]1[CH:37]=[CH:36][CH:35]=[CH:34][CH:33]=1.CC1(C)C2C=CC=C(P(C3C=CC=CC=3)C3C=CC=CC=3)C=2OC2C1=CC=CC=2P(C1C=CC=CC=1)C1C=CC=CC=1.C(=O)([O-])[O-].[Cs+].[Cs+]. The catalyst is C1C=CC(/C=C/C(/C=C/C2C=CC=CC=2)=O)=CC=1.C1C=CC(/C=C/C(/C=C/C2C=CC=CC=2)=O)=CC=1.C1C=CC(/C=C/C(/C=C/C2C=CC=CC=2)=O)=CC=1.[Pd].[Pd].O1CCOCC1. The product is [CH3:26][O:25][C:18]1[CH:19]=[C:20]([O:23][CH3:24])[CH:21]=[CH:22][C:17]=1[CH2:16][N:8]([C:6]1[C:5]2[N:27]=[CH:28][N:29]([CH3:30])[C:4]=2[CH:3]=[C:2]([N:44]=[C:31]([C:32]2[CH:37]=[CH:36][CH:35]=[CH:34][CH:33]=2)[C:38]2[CH:43]=[CH:42][CH:41]=[CH:40][CH:39]=2)[N:7]=1)[C:9](=[O:15])[O:10][C:11]([CH3:14])([CH3:13])[CH3:12]. The yield is 0.890. (9) The reactants are [C:1]([CH2:3][C@H:4]1[CH2:15][CH2:14][C:13]2[S:12][C:11]3[N:10]=[CH:9][N:8]=[C:7]([O:16][CH:17]4[CH2:22][CH2:21][C:20]([NH:24][C:25](=[O:31])[O:26][C:27]([CH3:30])([CH3:29])[CH3:28])([CH3:23])[CH2:19][CH2:18]4)[C:6]=3[C:5]1=2)#[N:2].[OH:32][Li].O.OO. The catalyst is CO. The product is [C:1]([CH2:3][C@H:4]1[CH2:15][CH2:14][C:13]2[S:12][C:11]3[N:10]=[CH:9][N:8]=[C:7]([O:16][CH:17]4[CH2:18][CH2:19][C:20]([NH:24][C:25](=[O:31])[O:26][C:27]([CH3:30])([CH3:29])[CH3:28])([CH3:23])[CH2:21][CH2:22]4)[C:6]=3[C:5]1=2)(=[O:32])[NH2:2]. The yield is 0.720.